This data is from Forward reaction prediction with 1.9M reactions from USPTO patents (1976-2016). The task is: Predict the product of the given reaction. Given the reactants Br[C:2]1[N:7]=[C:6]([CH3:8])[N:5]=[C:4]([NH:9][C:10]2[S:11][C:12]([C:15]([O:17][CH:18]([CH3:20])[CH3:19])=[O:16])=[CH:13][N:14]=2)[CH:3]=1.[OH:21][CH2:22][CH2:23][N:24]1[CH2:29][CH2:28][NH:27][CH2:26][CH2:25]1, predict the reaction product. The product is: [OH:21][CH2:22][CH2:23][N:24]1[CH2:29][CH2:28][N:27]([C:2]2[N:7]=[C:6]([CH3:8])[N:5]=[C:4]([NH:9][C:10]3[S:11][C:12]([C:15]([O:17][CH:18]([CH3:20])[CH3:19])=[O:16])=[CH:13][N:14]=3)[CH:3]=2)[CH2:26][CH2:25]1.